Dataset: Peptide-MHC class II binding affinity with 134,281 pairs from IEDB. Task: Regression. Given a peptide amino acid sequence and an MHC pseudo amino acid sequence, predict their binding affinity value. This is MHC class II binding data. (1) The peptide sequence is VDGMAWFTPVGLAVD. The MHC is DRB1_0301 with pseudo-sequence DRB1_0301. The binding affinity (normalized) is 0.260. (2) The peptide sequence is HRDNIEDDLLNRNNT. The MHC is HLA-DPA10103-DPB10201 with pseudo-sequence HLA-DPA10103-DPB10201. The binding affinity (normalized) is 0.204. (3) The peptide sequence is TLTPMMSSKFPELGM. The MHC is HLA-DPA10301-DPB10402 with pseudo-sequence HLA-DPA10301-DPB10402. The binding affinity (normalized) is 0.131.